This data is from Forward reaction prediction with 1.9M reactions from USPTO patents (1976-2016). The task is: Predict the product of the given reaction. The product is: [Si:9]([O:8][CH2:7][CH2:6][C:2]1[S:1][CH:5]=[CH:4][CH:3]=1)([C:12]([CH3:15])([CH3:14])[CH3:13])([CH3:11])[CH3:10]. Given the reactants [S:1]1[CH:5]=[CH:4][CH:3]=[C:2]1[CH2:6][CH2:7][OH:8].[Si:9](Cl)([C:12]([CH3:15])([CH3:14])[CH3:13])([CH3:11])[CH3:10].N1C=CN=C1, predict the reaction product.